This data is from Full USPTO retrosynthesis dataset with 1.9M reactions from patents (1976-2016). The task is: Predict the reactants needed to synthesize the given product. (1) Given the product [Br:1][C:2]1[CH:15]=[C:14]([N+:17]([O-:19])=[O:18])[C:13]([F:16])=[CH:12][C:3]=1[CH2:4][OH:5], predict the reactants needed to synthesize it. The reactants are: [Br:1][C:2]1[CH:15]=[CH:14][C:13]([F:16])=[CH:12][C:3]=1[CH2:4][O:5]C(=O)C(C)(C)C.[N+:17]([O-])([O-:19])=[O:18].[K+]. (2) Given the product [F:15][C:16]1[CH:17]=[CH:18][C:19]([CH2:22][CH2:23][N:24]([CH2:25][C:26]2[CH:27]=[CH:28][C:29]([Si:32]([CH3:33])([CH3:35])[CH3:34])=[CH:30][CH:31]=2)[C:12]([C:9]2[C:10]([F:11])=[C:2]([Cl:1])[CH:3]=[C:4]3[C:8]=2[NH:7][CH:6]=[CH:5]3)=[O:14])=[CH:20][CH:21]=1, predict the reactants needed to synthesize it. The reactants are: [Cl:1][C:2]1[CH:3]=[C:4]2[C:8](=[C:9]([C:12]([OH:14])=O)[C:10]=1[F:11])[NH:7][CH:6]=[CH:5]2.[F:15][C:16]1[CH:21]=[CH:20][C:19]([CH2:22][CH2:23][NH:24][CH2:25][C:26]2[CH:31]=[CH:30][C:29]([Si:32]([CH3:35])([CH3:34])[CH3:33])=[CH:28][CH:27]=2)=[CH:18][CH:17]=1.